This data is from TCR-epitope binding with 47,182 pairs between 192 epitopes and 23,139 TCRs. The task is: Binary Classification. Given a T-cell receptor sequence (or CDR3 region) and an epitope sequence, predict whether binding occurs between them. Result: 0 (the TCR does not bind to the epitope). The TCR CDR3 sequence is CASSHNFRDWGNTDTQYF. The epitope is RIFTIGTVTLK.